From a dataset of Catalyst prediction with 721,799 reactions and 888 catalyst types from USPTO. Predict which catalyst facilitates the given reaction. (1) Reactant: [CH2:1]([C:3]1[CH:31]=[CH:30][C:6]([O:7][C:8]2[CH:28]=[CH:27][C:11]([O:12][CH2:13][CH2:14][CH2:15][N:16]3C(=O)C4C(=CC=CC=4)C3=O)=[CH:10][C:9]=2[F:29])=[C:5]([OH:32])[CH:4]=1)[CH3:2].O.NN.Cl. Product: [NH2:16][CH2:15][CH2:14][CH2:13][O:12][C:11]1[CH:27]=[CH:28][C:8]([O:7][C:6]2[CH:30]=[CH:31][C:3]([CH2:1][CH3:2])=[CH:4][C:5]=2[OH:32])=[C:9]([F:29])[CH:10]=1. The catalyst class is: 5. (2) Reactant: C(OC(N=[C:7]=[S:8])=O)C.[O:9]([C:16]1[N:21]=[CH:20][C:19]([CH2:22][NH:23][C:24]2[N:25]=[CH:26][NH:27][C:28]=2[C:29]([NH2:31])=[O:30])=[CH:18][CH:17]=1)[C:10]1[CH:15]=[CH:14][CH:13]=[CH:12][CH:11]=1. Product: [O:9]([C:16]1[N:21]=[CH:20][C:19]([CH2:22][N:23]2[C:24]3[N:25]=[CH:26][NH:27][C:28]=3[C:29](=[O:30])[NH:31][C:7]2=[S:8])=[CH:18][CH:17]=1)[C:10]1[CH:15]=[CH:14][CH:13]=[CH:12][CH:11]=1. The catalyst class is: 4. (3) Reactant: C(=O)([O-])O.[Na+].Cl.[NH2:7][OH:8].[F:9][C:10]1[C:11]([C:24]([F:27])([F:26])[F:25])=[C:12]([C:16]2[CH:21]=[CH:20][N:19]=[C:18]([C:22]#[N:23])[CH:17]=2)[CH:13]=[CH:14][CH:15]=1. Product: [F:9][C:10]1[C:11]([C:24]([F:27])([F:25])[F:26])=[C:12]([C:16]2[CH:21]=[CH:20][N:19]=[C:18]([C:22](=[N:7][OH:8])[NH2:23])[CH:17]=2)[CH:13]=[CH:14][CH:15]=1. The catalyst class is: 8. (4) Reactant: [NH2:1][C:2]1[C:3]([F:12])=[CH:4][C:5]([F:11])=[C:6]([CH:10]=1)[C:7](O)=[O:8].Cl.[CH3:14][N:15](C)CCCN=C=NCC.ON1C2C=CC=CC=2N=N1.C(N(C(C)C)CC)(C)C.Cl.CNO. Product: [NH2:1][C:2]1[C:3]([F:12])=[CH:4][C:5]([F:11])=[C:6]([CH:10]=1)[C:7]([NH:15][CH3:14])=[O:8]. The catalyst class is: 1. (5) Reactant: [Li+].[BH4-].CO.[Br:5][CH2:6][CH2:7][CH2:8][CH2:9][C:10]([CH3:22])([C:16]1[CH:21]=[CH:20][CH:19]=[CH:18][CH:17]=1)[C:11](OCC)=[O:12].[Cl-].[NH4+]. Product: [Br:5][CH2:6][CH2:7][CH2:8][CH2:9][C:10]([CH3:22])([C:16]1[CH:17]=[CH:18][CH:19]=[CH:20][CH:21]=1)[CH2:11][OH:12]. The catalyst class is: 2. (6) Reactant: [I-].[CH3:2][O:3][C:4]1[CH:9]=[CH:8][C:7]([C:10]2[CH:11]=[N+:12]([CH2:16][CH2:17][CH3:18])[CH:13]=[CH:14][CH:15]=2)=[CH:6][C:5]=1[N+:19]([O-:21])=[O:20].[BH3-]C#N.[Na+]. Product: [CH3:2][O:3][C:4]1[CH:9]=[CH:8][C:7]([C:10]2[CH2:11][N:12]([CH2:16][CH2:17][CH3:18])[CH2:13][CH2:14][CH:15]=2)=[CH:6][C:5]=1[N+:19]([O-:21])=[O:20]. The catalyst class is: 5.